This data is from Peptide-MHC class I binding affinity with 185,985 pairs from IEDB/IMGT. The task is: Regression. Given a peptide amino acid sequence and an MHC pseudo amino acid sequence, predict their binding affinity value. This is MHC class I binding data. (1) The peptide sequence is TWEAWWTEYW. The MHC is HLA-A68:02 with pseudo-sequence HLA-A68:02. The binding affinity (normalized) is 0. (2) The peptide sequence is ISAVYFKAK. The MHC is HLA-A68:01 with pseudo-sequence HLA-A68:01. The binding affinity (normalized) is 0.569. (3) The peptide sequence is LADVCNWTY. The MHC is HLA-B15:09 with pseudo-sequence HLA-B15:09. The binding affinity (normalized) is 0.0847. (4) The peptide sequence is QAFTFSPTYK. The MHC is HLA-A68:01 with pseudo-sequence HLA-A68:01. The binding affinity (normalized) is 0.905.